This data is from Reaction yield outcomes from USPTO patents with 853,638 reactions. The task is: Predict the reaction yield, written as a fraction of the theoretical maximum amount of product (1.0 means a 100% yield; for example, 0.34 means a 34% yield). (1) The reactants are [CH3:1][C:2]1([CH3:9])[CH2:7][CH2:6][C:5](=[O:8])[CH:4]=[CH:3]1. The catalyst is C(O)C.[Pd]. The product is [CH3:1][C:2]1([CH3:9])[CH2:7][CH2:6][C:5](=[O:8])[CH2:4][CH2:3]1. The yield is 0.870. (2) The reactants are [CH2:1]([C:7]1([CH2:24][CH2:25][CH2:26][CH2:27][CH2:28][CH3:29])[C:19]2[CH:18]=[C:17]3[CH:20]=[C:21]([CH3:23])[CH2:22][C:16]3=[CH:15][C:14]=2[C:13]2[C:8]1=[CH:9][CH:10]=[CH:11][CH:12]=2)[CH2:2][CH2:3][CH2:4][CH2:5][CH3:6].C([Li])CCC.C(N)(C)(C)C.[C:40]([NH:44][Si:45](C1C2C(=CC3C(CCCCCC)(CCCCCC)C4C(C=3C=2)=CC=CC=4)C=C1C)([CH3:47])[CH3:46])([CH3:43])([CH3:42])[CH3:41]. The catalyst is C(OCC)C. The product is [C:40]([NH:44][Si:45]([CH:20]1[C:17]2=[CH:18][C:19]3[C:7]([CH2:1][CH2:2][CH2:3][CH2:4][CH2:5][CH3:6])([CH2:24][CH2:25][CH2:26][CH2:27][CH2:28][CH3:29])[C:8]4[C:13]([C:14]=3[CH:15]=[C:16]2[CH:22]=[C:21]1[CH3:23])=[CH:12][CH:11]=[CH:10][CH:9]=4)([CH3:47])[CH3:46])([CH3:43])([CH3:42])[CH3:41]. The yield is 0.889.